From a dataset of Reaction yield outcomes from USPTO patents with 853,638 reactions. Predict the reaction yield, written as a fraction of the theoretical maximum amount of product (1.0 means a 100% yield; for example, 0.34 means a 34% yield). The reactants are [Cl:1][C:2]1[CH:7]=[C:6]([Cl:8])[CH:5]=[CH:4][C:3]=1[C:9]1[N:10]=[C:11](/[C:16](/[CH3:31])=[CH:17]/[C:18]2[CH:23]=[CH:22][C:21]([C:24]3[CH:29]=[CH:28][C:27]([OH:30])=[CH:26][CH:25]=3)=[CH:20][CH:19]=2)[N:12]([CH2:14][CH3:15])[CH:13]=1.Br[CH2:33][CH2:34][CH2:35][C:36]([O:38]C)=[O:37]. No catalyst specified. The product is [Cl:1][C:2]1[CH:7]=[C:6]([Cl:8])[CH:5]=[CH:4][C:3]=1[C:9]1[N:10]=[C:11](/[C:16](/[CH3:31])=[CH:17]/[C:18]2[CH:23]=[CH:22][C:21]([C:24]3[CH:25]=[CH:26][C:27]([O:30][CH2:33][CH2:34][CH2:35][C:36]([OH:38])=[O:37])=[CH:28][CH:29]=3)=[CH:20][CH:19]=2)[N:12]([CH2:14][CH3:15])[CH:13]=1. The yield is 0.120.